From a dataset of Forward reaction prediction with 1.9M reactions from USPTO patents (1976-2016). Predict the product of the given reaction. (1) Given the reactants [F:1][C:2]1[C:3]2[CH:4]=[C:5]3[C:14]4[N:15]=[C:16]([C:19]5[C:20]([N:39]([CH2:44][C:45]6[CH:50]=[CH:49][C:48]([B:51]7[O:55]C(C)(C)C(C)(C)[O:52]7)=[CH:47][CH:46]=6)[S:40]([CH3:43])(=[O:42])=[O:41])=[CH:21][C:22]6[O:26][C:25]([C:27]7[CH:32]=[CH:31][C:30]([F:33])=[CH:29][CH:28]=7)=[C:24]([C:34]([NH:36][CH3:37])=[O:35])[C:23]=6[CH:38]=5)[CH:17]=[CH:18][C:13]=4[O:12][CH2:11][N:6]3[C:7]=2[CH:8]=[CH:9][CH:10]=1, predict the reaction product. The product is: [F:1][C:2]1[C:3]2[CH:4]=[C:5]3[C:14]4[N:15]=[C:16]([C:19]5[C:20]([N:39]([CH2:44][C:45]6[CH:46]=[CH:47][C:48]([B:51]([OH:55])[OH:52])=[CH:49][CH:50]=6)[S:40]([CH3:43])(=[O:41])=[O:42])=[CH:21][C:22]6[O:26][C:25]([C:27]7[CH:32]=[CH:31][C:30]([F:33])=[CH:29][CH:28]=7)=[C:24]([C:34](=[O:35])[NH:36][CH3:37])[C:23]=6[CH:38]=5)[CH:17]=[CH:18][C:13]=4[O:12][CH2:11][N:6]3[C:7]=2[CH:8]=[CH:9][CH:10]=1. (2) Given the reactants Cl[C:2]1[C:11]2[C:6](=[CH:7][CH:8]=[CH:9][CH:10]=2)[C:5]([CH2:12][C:13]2[CH:18]=[CH:17][N:16]=[CH:15][CH:14]=2)=[N:4][N:3]=1.[F:19][C:20]1[C:28]([OH:29])=[CH:27][CH:26]=[C:25]2[C:21]=1[CH:22]=[C:23]([CH3:30])[NH:24]2.C(=O)([O-])[O-].[Cs+].[Cs+], predict the reaction product. The product is: [F:19][C:20]1[C:28]([O:29][C:2]2[C:11]3[C:6](=[CH:7][CH:8]=[CH:9][CH:10]=3)[C:5]([CH2:12][C:13]3[CH:18]=[CH:17][N:16]=[CH:15][CH:14]=3)=[N:4][N:3]=2)=[CH:27][CH:26]=[C:25]2[C:21]=1[CH:22]=[C:23]([CH3:30])[NH:24]2.